Predict the reaction yield, written as a fraction of the theoretical maximum amount of product (1.0 means a 100% yield; for example, 0.34 means a 34% yield). From a dataset of Reaction yield outcomes from USPTO patents with 853,638 reactions. (1) The reactants are [C:1]([C:9](=[CH:12]N(C)C)[C:10]#[N:11])(=O)[C:2]1[CH:7]=[CH:6][CH:5]=[CH:4][CH:3]=1.C(=O)(O)O.[NH2:20][C:21]([NH2:23])=[NH:22].C[O-].[Na+]. The catalyst is CO. The product is [NH2:22][C:21]1[N:23]=[CH:12][C:9]([C:10]#[N:11])=[C:1]([C:2]2[CH:7]=[CH:6][CH:5]=[CH:4][CH:3]=2)[N:20]=1. The yield is 0.410. (2) The reactants are [C:1]1([C:7]2[C:15]([C:16]3[CH:21]=[CH:20][N:19]=[C:18]([NH2:22])[CH:17]=3)=[C:10]3[N:11]=[CH:12][CH:13]=[CH:14][N:9]3[N:8]=2)[CH:6]=[CH:5][CH:4]=[CH:3][CH:2]=1.[BH4-].[Na+].O. The catalyst is C(O)C. The product is [C:1]1([C:7]2[C:15]([C:16]3[CH:21]=[CH:20][N:19]=[C:18]([NH2:22])[CH:17]=3)=[C:10]3[NH:11][CH2:12][CH2:13][CH2:14][N:9]3[N:8]=2)[CH:2]=[CH:3][CH:4]=[CH:5][CH:6]=1. The yield is 0.470. (3) The yield is 0.0800. The product is [CH2:1]([C:5]1[CH:10]=[CH:9][C:8]([C:11]2[S:15][C:14]([CH2:16][O:17][C:18]3[CH:23]=[CH:22][C:21]([C@@H:24]([C:41]4[CH:45]=[CH:44][O:43][N:42]=4)[CH2:25][C:26]([OH:27])=[O:46])=[CH:20][CH:19]=3)=[CH:13][CH:12]=2)=[CH:7][CH:6]=1)[CH2:2][CH2:3][CH3:4]. The catalyst is C1COCC1. The reactants are [CH2:1]([C:5]1[CH:10]=[CH:9][C:8]([C:11]2[S:15][C:14]([CH2:16][O:17][C:18]3[CH:23]=[CH:22][C:21]([C@@H:24]([C:41]4[CH:45]=[CH:44][O:43][N:42]=4)[CH2:25][C:26](N4[C@@H](CC5C=CC=CC=5)COC4=O)=[O:27])=[CH:20][CH:19]=3)=[CH:13][CH:12]=2)=[CH:7][CH:6]=1)[CH2:2][CH2:3][CH3:4].[OH:46]O.[Li+].[OH-].Cl. (4) The reactants are [C:1]([O:5][C:6]([N:8]1[C:16]2[C:11](=[CH:12][CH:13]=[C:14](Br)[CH:15]=2)[C:10]([CH2:18][C:19]([O:21][CH2:22][CH3:23])=[O:20])=[CH:9]1)=[O:7])([CH3:4])([CH3:3])[CH3:2].[N+:24]([C:27]1[CH:28]=[C:29](B2OC(C)(C)C(C)(C)O2)[CH:30]=[C:31]([N+:33]([O-:35])=[O:34])[CH:32]=1)([O-:26])=[O:25].[O-]P([O-])([O-])=O.[K+].[K+].[K+]. The catalyst is CN(C=O)C.Cl[Pd](Cl)([P](C1C=CC=CC=1)(C1C=CC=CC=1)C1C=CC=CC=1)[P](C1C=CC=CC=1)(C1C=CC=CC=1)C1C=CC=CC=1. The product is [C:1]([O:5][C:6]([N:8]1[C:16]2[C:11](=[CH:12][CH:13]=[C:14]([C:29]3[CH:28]=[C:27]([N+:24]([O-:26])=[O:25])[CH:32]=[C:31]([N+:33]([O-:35])=[O:34])[CH:30]=3)[CH:15]=2)[C:10]([CH2:18][C:19]([O:21][CH2:22][CH3:23])=[O:20])=[CH:9]1)=[O:7])([CH3:4])([CH3:3])[CH3:2]. The yield is 0.810.